From a dataset of CYP3A4 inhibition data for predicting drug metabolism from PubChem BioAssay. Regression/Classification. Given a drug SMILES string, predict its absorption, distribution, metabolism, or excretion properties. Task type varies by dataset: regression for continuous measurements (e.g., permeability, clearance, half-life) or binary classification for categorical outcomes (e.g., BBB penetration, CYP inhibition). Dataset: cyp3a4_veith. (1) The compound is Cc1ccc(NS(=O)(=O)c2ccc(OCC(=O)Nc3cccc([N+](=O)[O-])c3)c(C)c2)cc1. The result is 1 (inhibitor). (2) The molecule is Cc1cccn2c(/C=N/OCc3ccc(F)cc3)c(-c3ccc(Cl)cc3)nc12. The result is 0 (non-inhibitor). (3) The molecule is CCN=C(Nc1cccc(F)c1)SC1CC(=O)N(c2ccc(OC)cc2)C1=O. The result is 1 (inhibitor). (4) The molecule is COc1ccc(C2=NOC(C(=O)NCc3ccco3)C2)cc1OC. The result is 0 (non-inhibitor). (5) The drug is O=C(O)CP(=O)(O)c1ccc(Cl)cc1. The result is 0 (non-inhibitor). (6) The drug is Cc1cc(C)cc(N(C(=O)c2ccccn2)C(C(=O)NC2CCCCC2)c2cccs2)c1. The result is 1 (inhibitor). (7) The drug is CC(=O)c1cccc(NC(=O)Cc2ccc3c(c2)CCCC3)c1. The result is 0 (non-inhibitor). (8) The drug is Cc1cc(=O)[nH]c2c1c(C)nn2C1CCOC(C)(C)C1. The result is 0 (non-inhibitor).